From a dataset of Reaction yield outcomes from USPTO patents with 853,638 reactions. Predict the reaction yield, written as a fraction of the theoretical maximum amount of product (1.0 means a 100% yield; for example, 0.34 means a 34% yield). (1) The reactants are CN(C)[C:3]1[CH:8]=[CH:7]C=[CH:5][CH:4]=1.C([N:12]([CH2:15][CH3:16])CC)C.O1CCC[CH2:18]1.[F:22][C:23]1[CH:31]=[CH:30][C:26]([C:27](Cl)=[O:28])=[CH:25][CH:24]=1. The catalyst is C(Cl)(Cl)Cl. The product is [CH3:7][C:8]1[CH:3]=[CH:4][CH:5]=[C:16]([CH3:18])[C:15]=1[NH:12][C:27](=[O:28])[C:26]1[CH:30]=[CH:31][C:23]([F:22])=[CH:24][CH:25]=1. The yield is 1.00. (2) The reactants are [Br:1][C:2]1[C:7]([O:8][CH2:9][C:10]([OH:12])=O)=[C:6]([O:13][CH3:14])[C:5]([O:15][CH:16]([F:18])[F:17])=[CH:4][CH:3]=1.C(N(CC)CC)C.CCN=C=[N:30][CH2:31][CH2:32][CH2:33]N(C)C.Cl.C1C=CC2N(O)N=NC=2C=1.C(N)CC. The catalyst is ClCCl.O. The product is [Br:1][C:2]1[C:7]([O:8][CH2:9][C:10]([NH:30][CH2:31][CH2:32][CH3:33])=[O:12])=[C:6]([O:13][CH3:14])[C:5]([O:15][CH:16]([F:18])[F:17])=[CH:4][CH:3]=1. The yield is 0.630. (3) The reactants are [CH3:1][Mg]Cl.CON(C)[C:7](=[O:22])[CH2:8][CH:9]1[CH2:14][CH2:13][N:12]([C:15]([O:17][C:18]([CH3:21])([CH3:20])[CH3:19])=[O:16])[CH2:11][CH2:10]1. The catalyst is C1COCC1. The product is [O:22]=[C:7]([CH3:1])[CH2:8][CH:9]1[CH2:10][CH2:11][N:12]([C:15]([O:17][C:18]([CH3:19])([CH3:20])[CH3:21])=[O:16])[CH2:13][CH2:14]1. The yield is 0.991. (4) The product is [ClH:25].[NH2:8][CH2:9][C:10]1[CH:15]=[CH:14][C:13]([S:16]([CH2:19][CH2:20][C:21]([O:23][CH3:24])=[O:22])(=[O:18])=[O:17])=[CH:12][CH:11]=1. The yield is 0.970. The catalyst is CO. The reactants are C(OC([NH:8][CH2:9][C:10]1[CH:15]=[CH:14][C:13]([S:16]([CH2:19][CH2:20][C:21]([O:23][CH3:24])=[O:22])(=[O:18])=[O:17])=[CH:12][CH:11]=1)=O)(C)(C)C.[ClH:25].